From a dataset of Drug-target binding data from BindingDB using Ki measurements. Regression. Given a target protein amino acid sequence and a drug SMILES string, predict the binding affinity score between them. We predict pKi (pKi = -log10(Ki in M); higher means stronger inhibition). Dataset: bindingdb_ki. (1) The drug is Cc1ccc(S(=O)(=O)NCCCn2ccc3c(/C=C/c4ccccc4)cccc32)cc1. The target protein (Q07973) has sequence MSSPISKSRSLAAFLQQLRSPRQPPRLVTSTAYTSPQPREVPVCPLTAGGETQNAAALPGPTSWPLLGSLLQILWKGGLKKQHDTLVEYHKKYGKIFRMKLGSFESVHLGSPCLLEALYRTESAYPQRLEIKPWKAYRDYRKEGYGLLILEGEDWQRVRSAFQKKLMKPGEVMKLDNKINEVLADFMGRIDELCDERGHVEDLYSELNKWSFESICLVLYEKRFGLLQKNAGDEAVNFIMAIKTMMSTFGRMMVTPVELHKSLNTKVWQDHTLAWDTIFKSVKACIDNRLEKYSQQPSADFLCDIYHQNRLSKKELYAAVTELQLAAVETTANSLMWILYNLSRNPQVQQKLLKEIQSVLPENQVPRAEDLRNMPYLKACLKESMRLTPSVPFTTRTLDKATVLGEYALPKGTVLMLNTQVLGSSEDNFEDSSQFRPERWLQEKEKINPFAHLPFGVGKRMCIGRRLAELQLHLALCWIVRKYDIQATDNEPVEMLHSGT.... The pKi is 6.5. (2) The drug is Cc1cc(NC(=O)NCCN2CCC(O)(Cc3ccccc3)CC2)c2ccccc2n1. The target protein sequence is MALSPAPLSGFPEPSAAPNASLNRSWASPTEPSSLEDLVATGAIGAVLSAMGVVGVAGNAYTLVVMCRVLHTSASMSVYVVNLALADLLYLLSIPFIVATYVTKEWHFGDVGCRVLFSLDFLTMHASIFTLTVMSSERYAAVLRPLDTVQRSKGYRKVLALGTWLLALLLALPMMLAIRLVHRGHKSLCLPVWGPRAHRAYLTLLFGTSIVGPGTVIGLLYVRLARAYWLSQRASFTQTRRLPNPKVLYLILGIVLLFWACFLPFWLWQLLAQYRGAQTLTPRTARIVNYLTTCLTYGNSCVNPFLYTLLTKNYREYRRRSLRARSARGPAGARHSLPCRVRFQRGSGHSLCSSSQQATETITLSPAASRAVCA. The pKi is 6.0. (3) The compound is COc1c(O)cc(C2CC(=O)c3c(cc(O)c(C/C=C(\C)CCC=C(C)C)c3O)O2)cc1O. The target protein sequence is MQSWGTIICIRILLRFLLLWVLIGNSHTEEDIIITTKNGKVRGMNLPVLGGTVTAFLGIPYAQPPLGRLRFKKPQSLTKWSNIWNATKYANSCYQNTDQSFPGFLGSEMWNPNTELSEDCLYLNVWIPAPKPKNATVMIWIYGGGFQTGTSSLPVYDGKFLARVERVIVVSMNYRVGALGFLALSENPEAPGNMGLFDQQLALQWVQKNIAAFGGNPRSVTLFGESAGAASVSLHLLSPRSQPLFTRAILQSGSSNAPWAVTSLYEARNRTLTLAKRMGCSRDNETEMIKCLRDKDPQEILLNEVFVVPYDTLLSVNFGPTVDGDFLTDMPDTLLQLGQFKRTQILVGVNKDEGTAFLVYGAPGFSKDNNSIITRKEFQEGLKIFFPRVSEFGRESILFHYMDWLDDQRAENYREALDDVVGDYNIICPALEFTKKFSELGNDAFFYYFEHRSTKLPWPEWMGVMHGYEIEFVFGLPLERRVNYTKAEEILSRSIMKRWA.... The pKi is 5.1. (4) The drug is C[C@]12C[C@H](O)[C@H]3[C@@H](CCC4=CC(=O)CC[C@@]43C)[C@@H]1CC[C@@H]2C(=O)COS(=O)(=O)O. The target protein (P46720) has sequence MEETEKKIATQEGRLFSKMKVFLLSLTCACLTKSLSGVYMNSMLTQIERQFDISTSVAGLINGSFEIGNLFFIVFVSYFGTKLHRPVVIGIGCVIMGLGCLLMSLPHFFMGRYEYETTISPTGNLSSNSFLCMENRTQTLKPTQDPAECVKEMKSLMWICVMVGNIIRGIGETPIVPLGISYIEDFAKSENSPLYIGILEMGKVAGPIFGLLLGSYCAQIYVDIGSVNTDDLTITPSDTRWVGAWWIGFLVCAGVNILTSIPFFFLPKALPKKGQQENVAVTKDGKVEKYGGQAREENLGITKDFLTFMKRLFCNPIYMLFILTSVLQVNGFINKFTFLPKYLEQQYGKSTAEAIFLIGVYSLPPICLGYLIGGFIMKKFKITVKKAAYLAFCLSVFEYLLFLCHFMLTCDNAAVAGLTTSYKGVQHQLHVESKVLADCNTRCSCSTNTWDPVCGDNGVAYMSACLAGCKKFVGTGTNMVFQDCSCIQSLGNSSAVLGLC.... The pKi is 5.8. (5) The drug is CC(C)C[C@@H](C=O)NC(=O)[C@@H]1C(O)CCN1C(=O)[C@H](CCCCN)NC(=O)[C@H](CO)NC(=O)[C@H](CO)NC(=O)OCc1ccccc1. The target protein (P07288) has sequence MWVPVVFLTLSVTWIGAAPLILSRIVGGWECEKHSQPWQVLVASRGRAVCGGVLVHPQWVLTAAHCIRNKSVILLGRHSLFHPEDTGQVFQVSHSFPHPLYDMSLLKNRFLRPGDDSSHDLMLLRLSEPAELTDAVKVMDLPTQEPALGTTCYASGWGSIEPEEFLTPKKLQCVDLHVISNDVCAQVHPQKVTKFMLCAGRWTGGKSTCSGDSGGPLVCNGVLQGITSWGSEPCALPERPSLYTKVVHYRKWIKDTIVANP. The pKi is 6.3. (6) The target protein (Q9PUI7) has sequence MKSILDGLADTTFRTITTDLLYMGSNDVQYEDTKGEMASKLGYFPQKLPLSSFRRDHSPDKMTIGDDNLLSFYPLDQFNVTEFFNRSVSTFKENDDNLKCGENFMDMECFMILTASQQLIIAVLSLTLGTFTVLENFLVLCVILQSRTLRCRPSYHFIGSLAVADLLGSVIFVYSFLDFHVFHRKDSSNVFLFKLGGVTASFTASVGSLFLTAIDRYISIHRPLAYKRIVTRTKAVIAFCVMWTIAIIIAVLPLLGWNCKKLKSVCSDIFPLIDENYLMFWIGVTSILLLFIVYAYVYILWKAHSHAVRMLQRGTQKSIIIHTSEDGKVQITRPEQTRMDIRLAKTLVLILVVLIICWGPLLAIMVYDVFGKMNNPIKTVFAFCSMLCLMDSTVNPIIYALRSQDLRHAFLEQCPPCEGTSQPLDNSMESDCQHRHGNNAGNVHRAAENCIKSTVKIAKVTMSVSTETSGEAV. The pKi is 7.9. The drug is CC(=O)Oc1cc(OC(C)CCCc2ccccc2)cc2c1C1CC(O)CCC1C(C)N2. (7) The drug is C[N+](C)(C)CCOC(N)=O. The target protein sequence is MTLHSQSTTSPLFPQISSSWVHSPSEAGLPLGTVTQLGSYQISQETGQFSSQDTSSDPLGGHTIWQVVFIAFLTGFLALVTIIGNILVIVAFKVNKQLKTVNNYFLLSLASADLIIGVISMNLFTTYIIMNRWALGNLACDLWLSIDYVASNASVMNLLVISFDRYFSITRPLTYRAKRTTKRAGVMIGLAWVISFVLWAPAILFWQYFVGKRTVPPGECFIQFLSEPTITFGTAIAAFYMPVTIMTILYWRIYKETEKRTKELAGLQASGTEIEGRIEGRIEGRTRSQITKRKRMSLIKEKKAAQTLSAILLAFIITWTPYNIMVLVNTFADSAIPKTYWNLGYWLCYINSTVNPVAYALSNKTCRTTFKTLLLSQSDKRKRRKQQYQQRQSVIFHKRVPEQAL. The pKi is 5.2. (8) The compound is Nc1ccc(CCNc2ncnc3c2ncn3[C@@H]2O[C@H](CO)[C@@H](O)[C@H]2O)cc1. The pKi is 6.8. The target protein (P30543) has sequence MGSSVYITVELAIAVLAILGNVLVCWAVWINSNLQNVTNFFVVSLAAADIAVGVLAIPFAITISTGFCAACHGCLFFACFVLVLTQSSIFSLLAIAIDRYIAIRIPLRYNGLVTGVRAKGIIAICWVLSFAIGLTPMLGWNNCSQKDGNSTKTCGEGRVTCLFEDVVPMNYMVYYNFFAFVLLPLLLMLAIYLRIFLAARRQLKQMESQPLPGERTRSTLQKEVHAAKSLAIIVGLFALCWLPLHIINCFTFFCSTCRHAPPWLMYLAIILSHSNSVVNPFIYAYRIREFRQTFRKIIRTHVLRRQEPFQAGGSSAWALAAHSTEGEQVSLRLNGHPLGVWANGSATHSGRRPNGYTLGLGGGGSAQGSPRDVELPTQERQEGQEHPGLRGHLVQARVGASSWSSEFAPS.